From a dataset of Full USPTO retrosynthesis dataset with 1.9M reactions from patents (1976-2016). Predict the reactants needed to synthesize the given product. (1) Given the product [Br:21][C:22]1[C:27]([CH3:28])=[CH:26][C:25]([O:29][CH2:12][CH:13]([C:14]([CH3:16])=[CH2:15])[C:17]([CH3:19])([OH:20])[CH3:18])=[CH:24][C:23]=1[CH3:30], predict the reactants needed to synthesize it. The reactants are: CC1C=CC(S(O[CH2:12][CH:13]([C:17]([OH:20])([CH3:19])[CH3:18])[C:14]([CH3:16])=[CH2:15])(=O)=O)=CC=1.[Br:21][C:22]1[C:27]([CH3:28])=[CH:26][C:25]([OH:29])=[CH:24][C:23]=1[CH3:30].C([O-])([O-])=O.[Cs+].[Cs+]. (2) Given the product [NH2:7][C:8]1[CH:18]=[C:12]([CH2:13][OH:14])[CH:11]=[N:10][CH:9]=1, predict the reactants needed to synthesize it. The reactants are: [H-].[Al+3].[Li+].[H-].[H-].[H-].[NH2:7][C:8]1[CH:9]=[N:10][CH:11]=[C:12]([CH:18]=1)[C:13](OCC)=[O:14].